This data is from Forward reaction prediction with 1.9M reactions from USPTO patents (1976-2016). The task is: Predict the product of the given reaction. (1) Given the reactants Br[CH:2]([CH2:11][CH2:12][CH2:13][CH2:14][CH3:15])[C:3]([C:5]1[CH:10]=[CH:9][CH:8]=[CH:7][N:6]=1)=O.[N:16]1[CH:21]=[CH:20][CH:19]=[N:18][C:17]=1[NH:22][C:23]([NH2:25])=[S:24], predict the reaction product. The product is: [CH2:11]([C:2]1[S:24][C:23]([NH:22][C:17]2[N:18]=[CH:19][CH:20]=[CH:21][N:16]=2)=[N:25][C:3]=1[C:5]1[CH:10]=[CH:9][CH:8]=[CH:7][N:6]=1)[CH2:12][CH2:13][CH2:14][CH3:15]. (2) Given the reactants [C:1]([O:4][C@H:5]([C@H:9]1[O:14][CH2:13][CH2:12][N:11]([C:15]2[CH:24]=[CH:23][CH:22]=[C:21]3[C:16]=2[CH:17]=[CH:18][C:19](=[O:25])[NH:20]3)[C:10]1=[O:26])[C:6](O)=[O:7])(=[O:3])[CH3:2].[NH2:27][C:28]1[CH:47]=[CH:46][C:31]2[C:32]([N:35]3[C:43](=[O:44])[C:42]4[C:37](=[CH:38][CH:39]=[CH:40][CH:41]=4)[C:36]3=[O:45])=[N:33][O:34][C:30]=2[CH:29]=1, predict the reaction product. The product is: [O:45]=[C:36]1[C:37]2[C:42](=[CH:41][CH:40]=[CH:39][CH:38]=2)[C:43](=[O:44])[N:35]1[C:32]1[C:31]2[CH:46]=[CH:47][C:28]([NH:27][C:6](=[O:7])[C@H:5]([O:4][C:1](=[O:3])[CH3:2])[C@H:9]3[O:14][CH2:13][CH2:12][N:11]([C:15]4[CH:24]=[CH:23][CH:22]=[C:21]5[C:16]=4[CH:17]=[CH:18][C:19](=[O:25])[NH:20]5)[C:10]3=[O:26])=[CH:29][C:30]=2[O:34][N:33]=1. (3) Given the reactants [C:1]([C:5]1[O:9][C:8]([C:10](O)=[O:11])=[CH:7][C:6]=1[S:13](=[O:16])(=[O:15])[NH2:14])([CH3:4])([CH3:3])[CH3:2].[H-].[Al+3].[Li+].[H-].[H-].[H-].[Cl-].[NH4+], predict the reaction product. The product is: [C:1]([C:5]1[O:9][C:8]([CH2:10][OH:11])=[CH:7][C:6]=1[S:13]([NH2:14])(=[O:16])=[O:15])([CH3:4])([CH3:2])[CH3:3]. (4) Given the reactants [C:1]([O:5][C:6](=[O:44])[NH:7][C@@H:8]([C@H:35]([CH3:43])[CH2:36][CH:37]([CH3:42])[CH2:38][CH2:39][CH:40]=C)[C:9]([N:11]1[CH2:15][C@H:14]([OH:16])[CH2:13][C@H:12]1[C:17](=[O:34])[NH:18][C@:19]1([C:24](=[O:33])[NH:25][S:26]([C:29]2([CH3:32])[CH2:31][CH2:30]2)(=[O:28])=[O:27])[CH2:21][C@H:20]1[CH:22]=C)=[O:10])([CH3:4])([CH3:3])[CH3:2], predict the reaction product. The product is: [C:1]([O:5][C:6](=[O:44])[NH:7][C@@H:8]1[C:9](=[O:10])[N:11]2[CH2:15][C@H:14]([OH:16])[CH2:13][C@H:12]2[C:17](=[O:34])[NH:18][C@:19]2([C:24](=[O:33])[NH:25][S:26]([C:29]3([CH3:32])[CH2:30][CH2:31]3)(=[O:27])=[O:28])[CH2:21][C@H:20]2[CH:22]=[CH:40][CH2:39][CH2:38][CH:37]([CH3:42])[CH2:36][C@H:35]1[CH3:43])([CH3:4])([CH3:3])[CH3:2]. (5) Given the reactants [Cl:1][C:2]1[C:7]([C:8]2[CH:13]=[CH:12][CH:11]=[C:10]([CH:14]=O)[CH:9]=2)=[CH:6][C:5]([CH2:16][NH:17][C:18]([C:20]2[CH:25]=[CH:24][CH:23]=[C:22]([C:26]([NH:28][CH2:29][C:30]3[C:31]([NH:43][CH:44]4[CH2:49][CH2:48][O:47][CH2:46][CH2:45]4)=[C:32]4[CH:40]=[N:39][N:38]([CH2:41][CH3:42])[C:33]4=[N:34][C:35]=3[CH2:36][CH3:37])=[O:27])[CH:21]=2)=[O:19])=[CH:4][CH:3]=1.[C@H:50]12[CH2:56][C@H:53]([NH:54][CH2:55]1)[CH2:52][N:51]2C([O-])=O.C(O)(=O)C.C(O[BH-](OC(=O)C)OC(=O)C)(=O)C.[Na+].C(O)(C(F)(F)F)=O, predict the reaction product. The product is: [Cl:1][C:2]1[C:7]([C:8]2[CH:13]=[CH:12][CH:11]=[C:10]([CH2:14][N:51]3[CH2:52][C@@H:53]4[CH2:56][C@H:50]3[CH2:55][NH:54]4)[CH:9]=2)=[CH:6][C:5]([CH2:16][NH:17][C:18]([C:20]2[CH:25]=[CH:24][CH:23]=[C:22]([C:26]([NH:28][CH2:29][C:30]3[C:31]([NH:43][CH:44]4[CH2:45][CH2:46][O:47][CH2:48][CH2:49]4)=[C:32]4[CH:40]=[N:39][N:38]([CH2:41][CH3:42])[C:33]4=[N:34][C:35]=3[CH2:36][CH3:37])=[O:27])[CH:21]=2)=[O:19])=[CH:4][CH:3]=1. (6) Given the reactants [NH:1]1[CH2:6][CH2:5][CH:4]([CH2:7][CH2:8][CH2:9][O:10][C:11]2[CH:18]=[CH:17][C:14]([C:15]#[N:16])=[CH:13][CH:12]=2)[CH2:3][CH2:2]1.Br[CH2:20][CH2:21][CH2:22][O:23][C:24]1[CH:31]=[CH:30][C:27]([C:28]#[N:29])=[C:26]([F:32])[CH:25]=1, predict the reaction product. The product is: [C:15]([C:14]1[CH:13]=[CH:12][C:11]([O:10][CH2:9][CH2:8][CH2:7][CH:4]2[CH2:5][CH2:6][N:1]([CH2:20][CH2:21][CH2:22][O:23][C:24]3[CH:31]=[CH:30][C:27]([C:28]#[N:29])=[C:26]([F:32])[CH:25]=3)[CH2:2][CH2:3]2)=[CH:18][CH:17]=1)#[N:16]. (7) Given the reactants [I:1][C:2]1[CH:6]=[CH:5][N:4]([C:7]2[CH:12]=[CH:11][N:10]=[C:9]([O:13][CH3:14])[CH:8]=2)[N:3]=1.[Br:15]N1C(=O)CCC1=O, predict the reaction product. The product is: [Br:15][C:12]1[C:7]([N:4]2[CH:5]=[CH:6][C:2]([I:1])=[N:3]2)=[CH:8][C:9]([O:13][CH3:14])=[N:10][CH:11]=1.